Dataset: Peptide-MHC class I binding affinity with 185,985 pairs from IEDB/IMGT. Task: Regression. Given a peptide amino acid sequence and an MHC pseudo amino acid sequence, predict their binding affinity value. This is MHC class I binding data. (1) The peptide sequence is ADSDDILTL. The MHC is HLA-B40:01 with pseudo-sequence HLA-B40:01. The binding affinity (normalized) is 0.0571. (2) The peptide sequence is YRNFSFSLK. The MHC is HLA-B07:02 with pseudo-sequence HLA-B07:02. The binding affinity (normalized) is 0.0847. (3) The peptide sequence is AQDNCTGL. The MHC is Mamu-A07 with pseudo-sequence Mamu-A07. The binding affinity (normalized) is 0. (4) The peptide sequence is SHAQTVYL. The MHC is Mamu-B1001 with pseudo-sequence Mamu-B1001. The binding affinity (normalized) is 0.686. (5) The peptide sequence is CNKQSKEGK. The MHC is Mamu-B8301 with pseudo-sequence Mamu-B8301. The binding affinity (normalized) is 0.729. (6) The peptide sequence is VWTLMNVITL. The MHC is HLA-A30:02 with pseudo-sequence HLA-A30:02. The binding affinity (normalized) is 0.0874. (7) The peptide sequence is MPYNILDRII. The MHC is HLA-B07:02 with pseudo-sequence HLA-B07:02. The binding affinity (normalized) is 0.484. (8) The MHC is HLA-A03:01 with pseudo-sequence HLA-A03:01. The peptide sequence is GPGAGSLQPLA. The binding affinity (normalized) is 0. (9) The peptide sequence is TRREVHIYY. The MHC is HLA-A01:01 with pseudo-sequence HLA-A01:01. The binding affinity (normalized) is 0.0847. (10) The peptide sequence is EETLLTTWL. The MHC is HLA-A26:03 with pseudo-sequence HLA-A26:03. The binding affinity (normalized) is 0.0847.